This data is from NCI-60 drug combinations with 297,098 pairs across 59 cell lines. The task is: Regression. Given two drug SMILES strings and cell line genomic features, predict the synergy score measuring deviation from expected non-interaction effect. (1) Drug 1: C1=NC2=C(N=C(N=C2N1C3C(C(C(O3)CO)O)F)Cl)N. Drug 2: C1CC(=O)NC(=O)C1N2C(=O)C3=CC=CC=C3C2=O. Cell line: HS 578T. Synergy scores: CSS=-1.73, Synergy_ZIP=0.753, Synergy_Bliss=-0.279, Synergy_Loewe=-4.31, Synergy_HSA=-2.68. (2) Drug 1: CC1OCC2C(O1)C(C(C(O2)OC3C4COC(=O)C4C(C5=CC6=C(C=C35)OCO6)C7=CC(=C(C(=C7)OC)O)OC)O)O. Drug 2: C1=CC(=CC=C1C#N)C(C2=CC=C(C=C2)C#N)N3C=NC=N3. Cell line: DU-145. Synergy scores: CSS=31.9, Synergy_ZIP=0.557, Synergy_Bliss=2.34, Synergy_Loewe=-11.7, Synergy_HSA=3.03. (3) Drug 1: C(CC(=O)O)C(=O)CN.Cl. Drug 2: C1CC(=O)NC(=O)C1N2C(=O)C3=CC=CC=C3C2=O. Cell line: HT29. Synergy scores: CSS=-2.58, Synergy_ZIP=-1.88, Synergy_Bliss=-6.91, Synergy_Loewe=-5.06, Synergy_HSA=-6.23. (4) Drug 1: COC1=C2C(=CC3=C1OC=C3)C=CC(=O)O2. Drug 2: CCC1(C2=C(COC1=O)C(=O)N3CC4=CC5=C(C=CC(=C5CN(C)C)O)N=C4C3=C2)O.Cl. Cell line: OVCAR-4. Synergy scores: CSS=8.99, Synergy_ZIP=-2.80, Synergy_Bliss=0.144, Synergy_Loewe=-5.30, Synergy_HSA=0.234. (5) Drug 1: CC1=C2C(C(=O)C3(C(CC4C(C3C(C(C2(C)C)(CC1OC(=O)C(C(C5=CC=CC=C5)NC(=O)OC(C)(C)C)O)O)OC(=O)C6=CC=CC=C6)(CO4)OC(=O)C)O)C)O. Drug 2: CS(=O)(=O)CCNCC1=CC=C(O1)C2=CC3=C(C=C2)N=CN=C3NC4=CC(=C(C=C4)OCC5=CC(=CC=C5)F)Cl. Cell line: CAKI-1. Synergy scores: CSS=28.6, Synergy_ZIP=16.6, Synergy_Bliss=12.0, Synergy_Loewe=16.4, Synergy_HSA=11.5. (6) Drug 1: CCCS(=O)(=O)NC1=C(C(=C(C=C1)F)C(=O)C2=CNC3=C2C=C(C=N3)C4=CC=C(C=C4)Cl)F. Drug 2: C1=CC(=CC=C1CCC2=CNC3=C2C(=O)NC(=N3)N)C(=O)NC(CCC(=O)O)C(=O)O. Cell line: MDA-MB-435. Synergy scores: CSS=30.3, Synergy_ZIP=-1.33, Synergy_Bliss=1.96, Synergy_Loewe=-15.8, Synergy_HSA=3.63. (7) Drug 1: CC1=C2C(C(=O)C3(C(CC4C(C3C(C(C2(C)C)(CC1OC(=O)C(C(C5=CC=CC=C5)NC(=O)C6=CC=CC=C6)O)O)OC(=O)C7=CC=CC=C7)(CO4)OC(=O)C)O)C)OC(=O)C. Drug 2: C1=NC2=C(N1)C(=S)N=CN2. Cell line: K-562. Synergy scores: CSS=66.7, Synergy_ZIP=-1.77, Synergy_Bliss=-3.16, Synergy_Loewe=-6.54, Synergy_HSA=-1.95. (8) Drug 2: CC12CCC3C(C1CCC2O)C(CC4=C3C=CC(=C4)O)CCCCCCCCCS(=O)CCCC(C(F)(F)F)(F)F. Drug 1: CCC1(CC2CC(C3=C(CCN(C2)C1)C4=CC=CC=C4N3)(C5=C(C=C6C(=C5)C78CCN9C7C(C=CC9)(C(C(C8N6C=O)(C(=O)OC)O)OC(=O)C)CC)OC)C(=O)OC)O.OS(=O)(=O)O. Cell line: HCC-2998. Synergy scores: CSS=49.6, Synergy_ZIP=3.47, Synergy_Bliss=-2.62, Synergy_Loewe=-58.7, Synergy_HSA=-2.90. (9) Drug 1: CN(CCCl)CCCl.Cl. Drug 2: C1CC(=O)NC(=O)C1N2C(=O)C3=CC=CC=C3C2=O. Cell line: SK-MEL-5. Synergy scores: CSS=9.58, Synergy_ZIP=-3.88, Synergy_Bliss=1.81, Synergy_Loewe=-12.5, Synergy_HSA=-0.872.